Dataset: Catalyst prediction with 721,799 reactions and 888 catalyst types from USPTO. Task: Predict which catalyst facilitates the given reaction. (1) Reactant: [F:1][C:2]([F:13])([C:5]([F:12])([F:11])[C:6]([F:10])([F:9])[CH2:7][OH:8])[CH2:3][OH:4].[Si:14](Cl)([C:17]([CH3:20])([CH3:19])[CH3:18])([CH3:16])[CH3:15]. Product: [C:17]([Si:14]([CH3:16])([CH3:15])[O:8][CH2:7][C:6]([F:10])([F:9])[C:5]([F:11])([F:12])[C:2]([F:13])([F:1])[CH2:3][OH:4])([CH3:20])([CH3:19])[CH3:18]. The catalyst class is: 143. (2) Reactant: Cl[C:2]1[N:11]=[C:10]([N:12]([C:14]2[CH:19]=[CH:18][C:17]([O:20][CH3:21])=[CH:16][CH:15]=2)[CH3:13])[C:9]2[C:4](=[CH:5][CH:6]=[CH:7][CH:8]=2)[N:3]=1.[CH2:22]([OH:24])[CH3:23]. Product: [CH2:22]([O:24][C:2]1[N:11]=[C:10]([N:12]([C:14]2[CH:19]=[CH:18][C:17]([O:20][CH3:21])=[CH:16][CH:15]=2)[CH3:13])[C:9]2[C:4](=[CH:5][CH:6]=[CH:7][CH:8]=2)[N:3]=1)[CH3:23]. The catalyst class is: 33. (3) The catalyst class is: 1. Product: [Cl:9][C:6]1[C:7]([CH3:8])=[C:2]([O:20][CH2:19][C:17]2[CH:16]=[CH:15][C:14]([C:21]3[CH:26]=[C:25]([O:27][CH3:28])[CH:24]=[CH:23][C:22]=3[F:29])=[C:13]([CH2:12][C:11]([CH3:31])([CH3:30])[CH3:10])[N:18]=2)[N:3]=[CH:4][N:5]=1. Reactant: Cl[C:2]1[C:7]([CH3:8])=[C:6]([Cl:9])[N:5]=[CH:4][N:3]=1.[CH3:10][C:11]([CH3:31])([CH3:30])[CH2:12][C:13]1[N:18]=[C:17]([CH2:19][OH:20])[CH:16]=[CH:15][C:14]=1[C:21]1[CH:26]=[C:25]([O:27][CH3:28])[CH:24]=[CH:23][C:22]=1[F:29].[H-].[Na+].Cl. (4) Reactant: [CH2:1]([O:8][C:9](=[O:25])[NH:10][C:11]1[CH:16]=[CH:15][C:14]([CH2:17][C:18]2[CH:23]=[CH:22][C:21]([NH2:24])=[CH:20][CH:19]=2)=[CH:13][CH:12]=1)[C:2]1[CH:7]=[CH:6][CH:5]=[CH:4][CH:3]=1.[C:26]1([N:32]=[C:33]=[O:34])[CH:31]=[CH:30][CH:29]=[CH:28][CH:27]=1. Product: [CH2:1]([O:8][C:9](=[O:25])[NH:10][C:11]1[CH:16]=[CH:15][C:14]([CH2:17][C:18]2[CH:19]=[CH:20][C:21]([NH:24][C:33]([NH:32][C:26]3[CH:31]=[CH:30][CH:29]=[CH:28][CH:27]=3)=[O:34])=[CH:22][CH:23]=2)=[CH:13][CH:12]=1)[C:2]1[CH:7]=[CH:6][CH:5]=[CH:4][CH:3]=1. The catalyst class is: 4. (5) Reactant: [F:1][C:2]1[C:7]2[CH:8]=[C:9](C(O)=O)[S:10][C:6]=2[C:5]([O:14][CH3:15])=[CH:4][CH:3]=1.C1CCN2C(=NCCC2)CC1. Product: [F:1][C:2]1[C:7]2[CH:8]=[CH:9][S:10][C:6]=2[C:5]([O:14][CH3:15])=[CH:4][CH:3]=1. The catalyst class is: 44. (6) Reactant: [C:1]1(=[O:7])[O:6][C:4](=[O:5])[CH:3]=[CH:2]1.[C:8]([NH2:12])([CH3:11])([CH3:10])[CH3:9]. Product: [C:8]([NH:12][C:1](=[O:7])/[CH:2]=[CH:3]\[C:4]([OH:6])=[O:5])([CH3:11])([CH3:10])[CH3:9]. The catalyst class is: 10. (7) Reactant: [NH2:1][C:2]1[CH:3]=[C:4]([C:8]([F:11])=[CH:9][CH:10]=1)[C:5]([NH2:7])=[O:6].[CH3:12][O:13][C:14]1[CH:15]=[C:16](B(O)O)[CH:17]=[CH:18][C:19]=1[O:20][CH3:21].O.[C:26]([OH:30])(=[O:29])[CH:27]=O. Product: [C:5]([C:4]1[CH:3]=[C:2]([NH:1][CH:27]([C:16]2[CH:17]=[CH:18][C:19]([O:20][CH3:21])=[C:14]([O:13][CH3:12])[CH:15]=2)[C:26]([OH:30])=[O:29])[CH:10]=[CH:9][C:8]=1[F:11])(=[O:6])[NH2:7]. The catalyst class is: 444.